This data is from Forward reaction prediction with 1.9M reactions from USPTO patents (1976-2016). The task is: Predict the product of the given reaction. (1) Given the reactants [C:1]([NH:4][C:5]1[CH:10]=[CH:9][C:8]([S:11](Cl)(=[O:13])=[O:12])=[CH:7][CH:6]=1)(=[O:3])[CH3:2].[C:15]([O:19][C:20](=[O:52])[N:21]([CH3:51])[C@H:22]([C:24](=[O:50])[NH:25][C@@H:26]1[C:32](=[O:33])[N:31]([CH2:34][C:35]2[C:44]3[C:39](=[CH:40][CH:41]=[CH:42][CH:43]=3)[CH:38]=[CH:37][C:36]=2[CH3:45])[C:30]2[CH:46]=[CH:47][CH:48]=[CH:49][C:29]=2[NH:28][CH2:27]1)[CH3:23])([CH3:18])([CH3:17])[CH3:16].N1C=CC=CC=1, predict the reaction product. The product is: [C:15]([O:19][C:20](=[O:52])[N:21]([C@H:22]([C:24](=[O:50])[NH:25][C@@H:26]1[C:32](=[O:33])[N:31]([CH2:34][C:35]2[C:44]3[C:39](=[CH:40][CH:41]=[CH:42][CH:43]=3)[CH:38]=[CH:37][C:36]=2[CH3:45])[C:30]2[CH:46]=[CH:47][CH:48]=[CH:49][C:29]=2[N:28]([S:11]([C:8]2[CH:9]=[CH:10][C:5]([NH:4][C:1](=[O:3])[CH3:2])=[CH:6][CH:7]=2)(=[O:13])=[O:12])[CH2:27]1)[CH3:23])[CH3:51])([CH3:16])([CH3:17])[CH3:18]. (2) Given the reactants O=[C:2]([CH2:9][C:10]1[CH:15]=[CH:14][CH:13]=[CH:12][CH:11]=1)[CH2:3][C:4]([O:6]CC)=O.[NH:16]([C:18]1[CH:23]=[CH:22][CH:21]=[CH:20][N:19]=1)[NH2:17], predict the reaction product. The product is: [CH2:9]([C:2]1[CH:3]=[C:4]([OH:6])[N:16]([C:18]2[CH:23]=[CH:22][CH:21]=[CH:20][N:19]=2)[N:17]=1)[C:10]1[CH:11]=[CH:12][CH:13]=[CH:14][CH:15]=1. (3) Given the reactants C1(C)C=CC(S(Cl)(=O)=O)=CC=1.[NH2:12][C:13]1[C:14]([C:20]([NH:22][NH:23][C:24](=[O:29])[C:25]([CH3:28])([CH3:27])[CH3:26])=O)=[N:15][C:16]([Br:19])=[CH:17][N:18]=1.C(N(CC)C(C)C)(C)C, predict the reaction product. The product is: [Br:19][C:16]1[N:15]=[C:14]([C:20]2[O:29][C:24]([C:25]([CH3:26])([CH3:27])[CH3:28])=[N:23][N:22]=2)[C:13]([NH2:12])=[N:18][CH:17]=1. (4) Given the reactants [F:1]C(F)(N(CC)CC)C(F)C(F)(F)F.[CH3:15][N:16]([CH3:32])[C:17]([C@@H:19]1[CH2:23][C@H:22](O)[CH2:21][N:20]1[C:25]([O:27][C:28]([CH3:31])([CH3:30])[CH3:29])=[O:26])=[O:18].[F-].[Na+].C(=O)([O-])O.[Na+], predict the reaction product. The product is: [CH3:15][N:16]([CH3:32])[C:17]([C@@H:19]1[CH2:23][C@@H:22]([F:1])[CH2:21][N:20]1[C:25]([O:27][C:28]([CH3:31])([CH3:30])[CH3:29])=[O:26])=[O:18]. (5) Given the reactants [F:1][C:2]([F:25])([F:24])[C:3]1[CH:4]=[C:5]([CH:17]=[C:18]([C:20]([F:23])([F:22])[F:21])[CH:19]=1)[CH2:6][C:7]1[CH:12]=[CH:11][C:10]([N+:13]([O-])=O)=[C:9]([CH3:16])[CH:8]=1.C([O-])(=O)C.[NH4+].CC(C)=O, predict the reaction product. The product is: [F:1][C:2]([F:24])([F:25])[C:3]1[CH:4]=[C:5]([CH:17]=[C:18]([C:20]([F:23])([F:22])[F:21])[CH:19]=1)[CH2:6][C:7]1[CH:12]=[CH:11][C:10]([NH2:13])=[C:9]([CH3:16])[CH:8]=1. (6) Given the reactants C([N:8]1[CH2:13][CH2:12][N:11]([CH:14]2[CH2:19][CH2:18][N:17]([CH2:20][CH2:21][CH2:22][C:23]([O:25][CH2:26][CH3:27])=[O:24])[CH2:16][CH2:15]2)[CH2:10][CH2:9]1)C1C=CC=CC=1.[H][H], predict the reaction product. The product is: [N:11]1([CH:14]2[CH2:19][CH2:18][N:17]([CH2:20][CH2:21][CH2:22][C:23]([O:25][CH2:26][CH3:27])=[O:24])[CH2:16][CH2:15]2)[CH2:10][CH2:9][NH:8][CH2:13][CH2:12]1.